From a dataset of Forward reaction prediction with 1.9M reactions from USPTO patents (1976-2016). Predict the product of the given reaction. (1) Given the reactants C(N1[CH2:7][CH2:6][CH2:5][C:4]1=[O:8])=C.[C:9](OCCNC)(=[O:13])C(C)=C.[C:19](OCC(CO)O)(=[O:31])CCCCCCCCCCC.Cl.Cl.N(C(C(=N)N)(C)C)=NC(C(=N)N)(C)C.CCC.CCCC, predict the reaction product. The product is: [CH2:4]([C:5]([CH2:19][OH:31])([CH2:9][OH:13])[CH2:6][CH3:7])[OH:8]. (2) The product is: [Br:1][C:2]1[CH:10]=[CH:9][CH:8]=[C:7]([Cl:11])[C:3]=1[C:4]1[O:6][N:21]=[C:18]([CH3:19])[N:20]=1. Given the reactants [Br:1][C:2]1[CH:10]=[CH:9][CH:8]=[C:7]([Cl:11])[C:3]=1[C:4]([OH:6])=O.C(Cl)(=O)C(Cl)=O.[C:18](=[N:21]O)([NH2:20])[CH3:19], predict the reaction product. (3) Given the reactants [CH2:1]([NH:3][C:4](=[O:14])[CH:5]([C:7]1[CH:12]=[CH:11][C:10](I)=[CH:9][CH:8]=1)[CH3:6])[CH3:2].[C:15]([C:17]1[CH:22]=[CH:21][C:20]([O:23][CH3:24])=[CH:19][CH:18]=1)#[CH:16], predict the reaction product. The product is: [CH2:1]([NH:3][C:4](=[O:14])[CH:5]([C:7]1[CH:12]=[CH:11][C:10]([C:16]#[C:15][C:17]2[CH:22]=[CH:21][C:20]([O:23][CH3:24])=[CH:19][CH:18]=2)=[CH:9][CH:8]=1)[CH3:6])[CH3:2]. (4) Given the reactants [Cl:1][C:2]1[CH:7]=[CH:6][C:5]([CH2:8][C:9]2[C:18]3[C:13](=[CH:14][CH:15]=[CH:16][CH:17]=3)[C:12](=[O:19])[N:11]([CH2:20][C@H:21]3[CH2:25][CH2:24][CH2:23][NH:22]3)[N:10]=2)=[CH:4][CH:3]=1.[C:26]([O:30][CH3:31])(=[O:29])[CH:27]=[CH2:28], predict the reaction product. The product is: [Cl:1][C:2]1[CH:7]=[CH:6][C:5]([CH2:8][C:9]2[C:18]3[C:13](=[CH:14][CH:15]=[CH:16][CH:17]=3)[C:12](=[O:19])[N:11]([CH2:20][C@H:21]3[CH2:25][CH2:24][CH2:23][N:22]3[CH2:28][CH2:27][C:26]([O:30][CH3:31])=[O:29])[N:10]=2)=[CH:4][CH:3]=1. (5) Given the reactants O[CH2:2][C:3]1[CH:8]=[CH:7][CH:6]=[C:5]([CH3:9])[N:4]=1.S(Cl)([Cl:12])=O, predict the reaction product. The product is: [ClH:12].[Cl:12][CH2:2][C:3]1[CH:8]=[CH:7][CH:6]=[C:5]([CH3:9])[N:4]=1. (6) Given the reactants [CH:1]1([CH2:5][O:6][C:7]2[CH:15]=[CH:14][CH:13]=[C:12]3[C:8]=2[CH:9]=[C:10]([C:16]([OH:18])=O)[NH:11]3)[CH2:4][CH2:3][CH2:2]1.Cl.Cl.Cl.[NH2:22][CH:23]1[CH2:28][CH2:27][N:26]([CH2:29][C@@H:30]([N:32]2[CH2:37][CH2:36][CH:35]([OH:38])[CH2:34][CH2:33]2)[CH3:31])[CH2:25][CH2:24]1, predict the reaction product. The product is: [OH:38][CH:35]1[CH2:34][CH2:33][N:32]([C@@H:30]([CH3:31])[CH2:29][N:26]2[CH2:25][CH2:24][CH:23]([NH:22][C:16]([C:10]3[NH:11][C:12]4[C:8]([CH:9]=3)=[C:7]([O:6][CH2:5][CH:1]3[CH2:2][CH2:3][CH2:4]3)[CH:15]=[CH:14][CH:13]=4)=[O:18])[CH2:28][CH2:27]2)[CH2:37][CH2:36]1. (7) Given the reactants [C:1]([O:5][C:6](=[O:33])[NH:7][CH:8]1[CH2:13][CH2:12][CH:11]([NH:14][C:15]2[C:16]3[N:17]([C:21]([C:24]4[CH:29]=[CH:28][N:27]=[C:26](S(C)=O)[N:25]=4)=[CH:22][N:23]=3)[CH:18]=[CH:19][N:20]=2)[CH2:10][CH2:9]1)([CH3:4])([CH3:3])[CH3:2].[C:34]([O:38][C:39](=[O:51])[NH:40][CH2:41][CH2:42][CH:43]([NH2:50])[C:44]1[CH:49]=[CH:48][CH:47]=[CH:46][CH:45]=1)([CH3:37])([CH3:36])[CH3:35], predict the reaction product. The product is: [C:1]([O:5][C:6](=[O:33])[NH:7][CH:8]1[CH2:13][CH2:12][CH:11]([NH:14][C:15]2[C:16]3[N:17]([C:21]([C:24]4[CH:29]=[CH:28][N:27]=[C:26]([NH:50][CH:43]([C:44]5[CH:45]=[CH:46][CH:47]=[CH:48][CH:49]=5)[CH2:42][CH2:41][NH:40][C:39]([O:38][C:34]([CH3:37])([CH3:36])[CH3:35])=[O:51])[N:25]=4)=[CH:22][N:23]=3)[CH:18]=[CH:19][N:20]=2)[CH2:10][CH2:9]1)([CH3:4])([CH3:3])[CH3:2].